From a dataset of Catalyst prediction with 721,799 reactions and 888 catalyst types from USPTO. Predict which catalyst facilitates the given reaction. (1) The catalyst class is: 1. Reactant: [F:1][C:2]1[CH:3]=[CH:4][C:5]([O:10][C:11]2[CH:25]=[CH:24][C:14]3[C:15]([CH2:18][N:19]4[CH2:23][CH2:22][CH2:21][CH2:20]4)=[N:16][O:17][C:13]=3[CH:12]=2)=[C:6]([CH:9]=1)[C:7]#[N:8].[H-].[Al+3].[Li+].[H-].[H-].[H-]. Product: [F:1][C:2]1[CH:3]=[CH:4][C:5]([O:10][C:11]2[CH:25]=[CH:24][C:14]3[C:15]([CH2:18][N:19]4[CH2:20][CH2:21][CH2:22][CH2:23]4)=[N:16][O:17][C:13]=3[CH:12]=2)=[C:6]([CH:9]=1)[CH2:7][NH2:8]. (2) Reactant: [CH2:1]([N:8]1[C:19]2[C:11](=[C:12]([OH:31])[C:13]3[C:14](=[O:30])[N:15]([CH2:22][C:23]4[CH:28]=[CH:27][C:26]([F:29])=[CH:25][CH:24]=4)[C:16](=[O:21])[C:17]=3[C:18]=2[OH:20])[N:10]=[CH:9]1)[C:2]1[CH:7]=[CH:6][CH:5]=[CH:4][CH:3]=1.N1C=CC=CC=1.Cl[C:39]([O:41][CH2:42][CH3:43])=[O:40]. Product: [CH2:42]([O:41][C:39](=[O:40])[O:20][C:18]1[C:17]2[C:16](=[O:21])[N:15]([CH2:22][C:23]3[CH:28]=[CH:27][C:26]([F:29])=[CH:25][CH:24]=3)[C:14](=[O:30])[C:13]=2[C:12]([OH:31])=[C:11]2[C:19]=1[N:8]([CH2:1][C:2]1[CH:7]=[CH:6][CH:5]=[CH:4][CH:3]=1)[CH:9]=[N:10]2)[CH3:43]. The catalyst class is: 3.